Task: Predict the product of the given reaction.. Dataset: Forward reaction prediction with 1.9M reactions from USPTO patents (1976-2016) (1) Given the reactants O[CH2:2][C:3]1[CH:8]=[CH:7][CH:6]=[C:5]([O:9][CH2:10][O:11][CH3:12])[C:4]=1[CH:13]([OH:18])[C:14]([CH3:17])([CH3:16])[CH3:15].C([Li])CCC.CCCCCC.CC1C=CC(S(Cl)(=O)=O)=CC=1, predict the reaction product. The product is: [C:14]([CH:13]1[C:4]2[C:3](=[CH:8][CH:7]=[CH:6][C:5]=2[O:9][CH2:10][O:11][CH3:12])[CH2:2][O:18]1)([CH3:15])([CH3:16])[CH3:17]. (2) Given the reactants C(OC([N:11]1[CH2:16][CH2:15][CH:14]([N:17]([CH2:34][CH3:35])[C:18](=[O:33])[CH2:19][CH:20]2[CH2:25][CH2:24][N:23]([C:26]([O:28][C:29]([CH3:32])([CH3:31])[CH3:30])=[O:27])[CH2:22][CH2:21]2)[CH2:13][CH2:12]1)=O)C1C=CC=CC=1, predict the reaction product. The product is: [CH2:34]([N:17]([CH:14]1[CH2:13][CH2:12][NH:11][CH2:16][CH2:15]1)[C:18](=[O:33])[CH2:19][CH:20]1[CH2:25][CH2:24][N:23]([C:26]([O:28][C:29]([CH3:32])([CH3:31])[CH3:30])=[O:27])[CH2:22][CH2:21]1)[CH3:35]. (3) Given the reactants [F:1][C:2]([F:7])([F:6])[C:3]([OH:5])=[O:4].C(OC([NH:15][NH:16][C:17]([CH3:21])([CH3:20])[CH2:18][OH:19])=O)(C)(C)C, predict the reaction product. The product is: [F:1][C:2]([F:7])([F:6])[C:3]([OH:5])=[O:4].[NH:16]([C:17]([CH3:21])([CH3:20])[CH2:18][OH:19])[NH2:15].[NH:16]([C:17]([CH3:21])([CH3:20])[CH2:18][OH:19])[NH2:15]. (4) Given the reactants Cl[C:2]1[C:11]2[C:6](=[CH:7][C:8]([C:12]#[N:13])=[CH:9][CH:10]=2)[N:5]=[CH:4][CH:3]=1.[CH2:14]([C:16]1[CH:21]=[C:20]([C:22]2[CH:27]=[CH:26][CH:25]=[CH:24][CH:23]=2)[N:19]=[N:18][C:17]=1[NH:28][C:29]1[CH:34]=[CH:33][C:32]([OH:35])=[CH:31][CH:30]=1)[CH3:15].C(=O)([O-])[O-:37].[Cs+].[Cs+].CS(C)=O, predict the reaction product. The product is: [CH2:14]([C:16]1[CH:21]=[C:20]([C:22]2[CH:27]=[CH:26][CH:25]=[CH:24][CH:23]=2)[N:19]=[N:18][C:17]=1[NH:28][C:29]1[CH:30]=[CH:31][C:32]([O:35][C:2]2[C:11]3[C:6](=[CH:7][C:8]([C:12]([NH2:13])=[O:37])=[CH:9][CH:10]=3)[N:5]=[CH:4][CH:3]=2)=[CH:33][CH:34]=1)[CH3:15].